This data is from Full USPTO retrosynthesis dataset with 1.9M reactions from patents (1976-2016). The task is: Predict the reactants needed to synthesize the given product. (1) Given the product [CH3:1][O:2][C:3]1([CH2:10][NH:11][C:19](=[O:21])[CH3:20])[CH2:7][CH:6]=[C:5]([O:8][CH3:9])[O:4]1, predict the reactants needed to synthesize it. The reactants are: [CH3:1][O:2][C:3]1([CH2:10][NH2:11])[CH:7]=[CH:6][CH:5]([O:8][CH3:9])[O:4]1.C1(C)C=CC=CC=1.[C:19](OC(=O)C)(=[O:21])[CH3:20]. (2) Given the product [F:9][CH:8]([F:10])[C:4]1[CH:3]=[C:2]([B:11]2[O:15][C:14]([CH3:17])([CH3:16])[C:13]([CH3:19])([CH3:18])[O:12]2)[CH:7]=[CH:6][CH:5]=1, predict the reactants needed to synthesize it. The reactants are: Br[C:2]1[CH:7]=[CH:6][CH:5]=[C:4]([CH:8]([F:10])[F:9])[CH:3]=1.[B:11]1([B:11]2[O:15][C:14]([CH3:17])([CH3:16])[C:13]([CH3:19])([CH3:18])[O:12]2)[O:15][C:14]([CH3:17])([CH3:16])[C:13]([CH3:19])([CH3:18])[O:12]1.C([O-])(=O)C.[K+].